Dataset: Catalyst prediction with 721,799 reactions and 888 catalyst types from USPTO. Task: Predict which catalyst facilitates the given reaction. (1) Reactant: [CH2:1]([C:3]1[CH:21]=[CH:20][C:6]([O:7][C:8]2[CH:9]=[CH:10][C:11]3[N:15]=[C:14]([CH2:16][OH:17])[N:13]([CH3:18])[C:12]=3[CH:19]=2)=[CH:5][CH:4]=1)[CH3:2].O[C:23]1[CH:24]=[C:25]([CH:30]=[CH:31][CH:32]=1)[C:26]([O:28][CH3:29])=[O:27].C(P(CCCC)CCCC)CCC.N(C(N1CCCCC1)=O)=NC(N1CCCCC1)=O. The catalyst class is: 4. Product: [CH2:1]([C:3]1[CH:21]=[CH:20][C:6]([O:7][C:8]2[CH:9]=[CH:10][C:11]3[N:15]=[C:14]([CH2:16][O:17][C:23]4[CH:24]=[C:25]([CH:30]=[CH:31][CH:32]=4)[C:26]([O:28][CH3:29])=[O:27])[N:13]([CH3:18])[C:12]=3[CH:19]=2)=[CH:5][CH:4]=1)[CH3:2]. (2) Reactant: C(Cl)(=O)C(Cl)=O.CS(C)=O.[C:11]([O:15][C:16]([N:18]1[CH2:23][CH:22]2[CH:20]([CH:21]2[CH2:24][OH:25])[CH2:19]1)=[O:17])([CH3:14])([CH3:13])[CH3:12].C(N(CC)CC)C. Product: [C:11]([O:15][C:16]([N:18]1[CH2:19][CH:20]2[CH:22]([CH:21]2[CH:24]=[O:25])[CH2:23]1)=[O:17])([CH3:14])([CH3:13])[CH3:12]. The catalyst class is: 2. (3) The catalyst class is: 38. Product: [NH2:12][C:10]1[CH:9]=[CH:8][C:7]2[CH2:1][N:2]([C:13]([O:15][C:16]([CH3:19])([CH3:18])[CH3:17])=[O:14])[CH2:3][CH2:4][CH2:5][C:6]=2[CH:11]=1. Reactant: [CH2:1]1[C:7]2[CH:8]=[CH:9][C:10]([NH2:12])=[CH:11][C:6]=2[CH2:5][CH2:4][CH2:3][NH:2]1.[C:13](O[C:13]([O:15][C:16]([CH3:19])([CH3:18])[CH3:17])=[O:14])([O:15][C:16]([CH3:19])([CH3:18])[CH3:17])=[O:14]. (4) Reactant: [C:1]([Si:5]([CH3:22])([CH3:21])[O:6][C@H:7]1[CH2:11][N:10]([C:12]([O:14][C:15]([CH3:18])([CH3:17])[CH3:16])=[O:13])[C@@H:9]([CH2:19][OH:20])[CH2:8]1)([CH3:4])([CH3:3])[CH3:2].[H-].[Na+].I[CH3:26]. Product: [C:1]([Si:5]([CH3:22])([CH3:21])[O:6][C@H:7]1[CH2:11][N:10]([C:12]([O:14][C:15]([CH3:16])([CH3:18])[CH3:17])=[O:13])[C@@H:9]([CH2:19][O:20][CH3:26])[CH2:8]1)([CH3:4])([CH3:3])[CH3:2]. The catalyst class is: 3. (5) Reactant: [Br:1][C:2]1[CH:10]=[C:9]([OH:11])[CH:8]=[C:7]2[C:3]=1[CH2:4][NH:5][C:6]2=[O:12].C([O-])([O-])=O.[Cs+].[Cs+].Br[CH2:20][C:21]([O:23][C:24]([CH3:27])([CH3:26])[CH3:25])=[O:22]. Product: [C:24]([O:23][C:21](=[O:22])[CH2:20][O:11][C:9]1[CH:8]=[C:7]2[C:3](=[C:2]([Br:1])[CH:10]=1)[CH2:4][NH:5][C:6]2=[O:12])([CH3:27])([CH3:26])[CH3:25]. The catalyst class is: 18.